Dataset: Peptide-MHC class II binding affinity with 134,281 pairs from IEDB. Task: Regression. Given a peptide amino acid sequence and an MHC pseudo amino acid sequence, predict their binding affinity value. This is MHC class II binding data. The peptide sequence is VENVRVAYGKCDSAG. The MHC is DRB1_0404 with pseudo-sequence DRB1_0404. The binding affinity (normalized) is 0.480.